This data is from Forward reaction prediction with 1.9M reactions from USPTO patents (1976-2016). The task is: Predict the product of the given reaction. Given the reactants Br[C:2]1[S:3][CH:4]=[CH:5][CH:6]=1.[CH2:7]([O:9][C:10]1[CH:11]=[C:12](B(O)O)[CH:13]=[CH:14][CH:15]=1)[CH3:8], predict the reaction product. The product is: [CH2:7]([O:9][C:10]1[CH:15]=[C:14]([C:2]2[S:3][CH:4]=[CH:5][CH:6]=2)[CH:13]=[CH:12][CH:11]=1)[CH3:8].